This data is from Reaction yield outcomes from USPTO patents with 853,638 reactions. The task is: Predict the reaction yield, written as a fraction of the theoretical maximum amount of product (1.0 means a 100% yield; for example, 0.34 means a 34% yield). (1) The reactants are [Cl:1][C:2]1[CH:7]=[C:6]([C:8](=O)[CH2:9][C:10](=O)[C:11]([O:13][CH3:14])=[O:12])[CH:5]=[CH:4][N:3]=1.[Cl:17][C:18]1[CH:23]=[CH:22][CH:21]=[CH:20][C:19]=1[NH:24][NH2:25]. The catalyst is CC(O)=O. The product is [Cl:17][C:18]1[CH:23]=[CH:22][CH:21]=[CH:20][C:19]=1[N:24]1[C:10]([C:11]([O:13][CH3:14])=[O:12])=[CH:9][C:8]([C:6]2[CH:5]=[CH:4][N:3]=[C:2]([Cl:1])[CH:7]=2)=[N:25]1. The yield is 0.850. (2) The reactants are FC(F)(F)S(O[C:7]1[C:8]2[N:9]([C:13]([C:34]3[CH:39]=[CH:38][CH:37]=[CH:36][CH:35]=3)=[C:14]([C:16]3[CH:21]=[CH:20][C:19]([C:22]4([NH:26][C:27]([O:29][C:30]([CH3:33])([CH3:32])[CH3:31])=[O:28])[CH2:25][CH2:24][CH2:23]4)=[CH:18][CH:17]=3)[N:15]=2)[N:10]=[CH:11][CH:12]=1)(=O)=O.C1[CH2:46][O:45][CH2:44]C1.C(N(CC)CC)C.C[OH:55]. The catalyst is C1C=CC(P(C2C=CC=CC=2)[C-]2C=CC=C2)=CC=1.C1C=CC(P(C2C=CC=CC=2)[C-]2C=CC=C2)=CC=1.Cl[Pd]Cl.[Fe+2]. The product is [C:30]([O:29][C:27]([NH:26][C:22]1([C:19]2[CH:18]=[CH:17][C:16]([C:14]3[N:15]=[C:8]4[C:7]([C:44]([O:45][CH3:46])=[O:55])=[CH:12][CH:11]=[N:10][N:9]4[C:13]=3[C:34]3[CH:35]=[CH:36][CH:37]=[CH:38][CH:39]=3)=[CH:21][CH:20]=2)[CH2:23][CH2:24][CH2:25]1)=[O:28])([CH3:31])([CH3:32])[CH3:33]. The yield is 0.630. (3) The reactants are Cl[C:2]1[C:7]([CH:8]=[O:9])=[C:6]([N:10]2[CH2:22][CH2:21][N:13]3[C:14]4[CH2:15][CH2:16][CH2:17][CH2:18][C:19]=4[CH:20]=[C:12]3[C:11]2=[O:23])[N:5]=[CH:4][CH:3]=1.[CH3:24][N:25]1[CH:30]=[C:29](B2OC(C)(C)C(C)(C)O2)[CH:28]=[C:27]([NH:40][C:41]2[CH:46]=[CH:45][CH:44]=[C:43]([N:47]3[CH2:52][CH2:51][N:50]([CH3:53])[CH2:49][CH2:48]3)[N:42]=2)[C:26]1=[O:54]. The catalyst is C1C=CC(P(C2C=CC=CC=2)[C-]2C=CC=C2)=CC=1.C1C=CC(P(C2C=CC=CC=2)[C-]2C=CC=C2)=CC=1.Cl[Pd]Cl.[Fe+2].O1CCCC1. The product is [CH3:24][N:25]1[C:26](=[O:54])[C:27]([NH:40][C:41]2[CH:46]=[CH:45][CH:44]=[C:43]([N:47]3[CH2:48][CH2:49][N:50]([CH3:53])[CH2:51][CH2:52]3)[N:42]=2)=[CH:28][C:29]([C:2]2[C:7]([CH:8]=[O:9])=[C:6]([N:10]3[CH2:22][CH2:21][N:13]4[C:14]5[CH2:15][CH2:16][CH2:17][CH2:18][C:19]=5[CH:20]=[C:12]4[C:11]3=[O:23])[N:5]=[CH:4][CH:3]=2)=[CH:30]1. The yield is 0.760. (4) The reactants are [C:1](=[O:8])([O:3][C:4]([CH3:7])([CH3:6])[CH3:5])[NH2:2].C(=O)([O-])[O-].[K+].[K+].Br[C:16]1[CH:17]=[C:18]([C:21]([O:23][CH3:24])=[O:22])[O:19][CH:20]=1.CNCCNC. The catalyst is [Cu]I.C1(C)C=CC=CC=1. The product is [C:4]([O:3][C:1]([NH:2][C:16]1[CH:17]=[C:18]([C:21]([O:23][CH3:24])=[O:22])[O:19][CH:20]=1)=[O:8])([CH3:7])([CH3:6])[CH3:5]. The yield is 0.310. (5) The yield is 0.910. The catalyst is C1C=CC(/C=C/C(/C=C/C2C=CC=CC=2)=O)=CC=1.C1C=CC(/C=C/C(/C=C/C2C=CC=CC=2)=O)=CC=1.[Pd].CCCCCC.C1(C)C=CC=CC=1. The reactants are Br[C:2]1[CH:3]=[C:4]([C:8]2[CH:9]=[C:10]([C:14]3([C:27]4[CH:32]=[CH:31][CH:30]=[CH:29][CH:28]=4)[C:26]4[CH:25]=[CH:24][CH:23]=[CH:22][C:21]=4[C:20]4[C:15]3=[CH:16][CH:17]=[CH:18][CH:19]=4)[CH:11]=[CH:12][CH:13]=2)[CH:5]=[CH:6][CH:7]=1.CC(C)([O-])C.[Na+].[NH2:39][C:40]1[CH:45]=[CH:44][CH:43]=[C:42]([CH3:46])[CH:41]=1.C(P(C(C)(C)C)C(C)(C)C)(C)(C)C. The product is [CH3:46][C:42]1[CH:41]=[C:40]([NH:39][C:6]2[CH:7]=[CH:2][CH:3]=[C:4]([C:8]3[CH:13]=[CH:12][CH:11]=[C:10]([C:14]4([C:27]5[CH:32]=[CH:31][CH:30]=[CH:29][CH:28]=5)[C:15]5[CH:16]=[CH:17][CH:18]=[CH:19][C:20]=5[C:21]5[C:26]4=[CH:25][CH:24]=[CH:23][CH:22]=5)[CH:9]=3)[CH:5]=2)[CH:45]=[CH:44][CH:43]=1. (6) The reactants are C(NC(C)C)(C)C.C([Mg]Cl)CCC.[CH2:14]([O:21][C:22]([NH:24][C@@H:25]([CH2:30][C:31]1[CH:36]=[CH:35][CH:34]=[CH:33][CH:32]=1)[C:26]([O:28]C)=O)=[O:23])[C:15]1[CH:20]=[CH:19][CH:18]=[CH:17][CH:16]=1.[Br:37][CH2:38][Br:39].Cl. The catalyst is C(OCC)(=O)C.O.C1COCC1. The product is [CH2:30]([C@H:25]([NH:24][C:22](=[O:23])[O:21][CH2:14][C:15]1[CH:16]=[CH:17][CH:18]=[CH:19][CH:20]=1)[C:26](=[O:28])[CH:38]([Br:39])[Br:37])[C:31]1[CH:36]=[CH:35][CH:34]=[CH:33][CH:32]=1. The yield is 0.570. (7) The reactants are [CH3:1][C:2]1[N:3]=[N:4][C:5]([C:8]2[CH:13]=[CH:12][CH:11]=[CH:10][CH:9]=2)=[CH:6][CH:7]=1.C1C(=O)N([Br:21])C(=O)C1.N(C(C)(CC(C)C)C#N)=NC(C)(CC(C)C)C#N. The catalyst is ClCCCl. The product is [Br:21][CH2:1][C:2]1[N:3]=[N:4][C:5]([C:8]2[CH:9]=[CH:10][CH:11]=[CH:12][CH:13]=2)=[CH:6][CH:7]=1. The yield is 0.330. (8) The reactants are N1C=CC=CC=1.[CH2:7]([O:9][C:10]([C:12]1[C:13]([OH:21])=[C:14]2[S:20][CH:19]=[CH:18][C:15]2=[N:16][CH:17]=1)=[O:11])[CH3:8].Cl[C:23]([O:25][CH:26]([CH3:28])[CH3:27])=[O:24]. The catalyst is ClCCl. The product is [CH:26]([O:25][C:23]([N:16]1[CH:17]=[C:12]([C:10]([O:9][CH2:7][CH3:8])=[O:11])[C:13](=[O:21])[C:14]2[S:20][CH:19]=[CH:18][C:15]1=2)=[O:24])([CH3:28])[CH3:27]. The yield is 0.900. (9) The reactants are Br[C:2]1[CH:7]=[CH:6][CH:5]=[CH:4][C:3]=1[S:8][CH2:9][C:10]([N:12]([CH:22]([CH3:24])[CH3:23])[NH:13][C:14](=[O:21])[C:15]1[CH:20]=[CH:19][CH:18]=[CH:17][CH:16]=1)=[O:11].C([O-])([O-])=O.[Na+].[Na+].[CH3:31][O:32][C:33]1[CH:38]=[CH:37][CH:36]=[CH:35][C:34]=1B(O)O. The catalyst is COCCOC. The product is [CH3:31][O:32][C:33]1[CH:38]=[CH:37][CH:36]=[CH:35][C:34]=1[C:2]1[CH:7]=[CH:6][CH:5]=[CH:4][C:3]=1[S:8][CH2:9][C:10]([N:12]([CH:22]([CH3:24])[CH3:23])[NH:13][C:14](=[O:21])[C:15]1[CH:20]=[CH:19][CH:18]=[CH:17][CH:16]=1)=[O:11]. The yield is 0.540. (10) The reactants are [NH2:1][C:2]1[CH:7]=[CH:6][C:5](Br)=[CH:4][N:3]=1.[F:9][C:10]1[CH:15]=[CH:14][C:13](B(O)O)=[CH:12][CH:11]=1.C([O-])([O-])=O.[Na+].[Na+]. The yield is 0.600. The catalyst is C1(C)C=CC=CC=1.C(O)C.O.C1C=CC([P]([Pd]([P](C2C=CC=CC=2)(C2C=CC=CC=2)C2C=CC=CC=2)([P](C2C=CC=CC=2)(C2C=CC=CC=2)C2C=CC=CC=2)[P](C2C=CC=CC=2)(C2C=CC=CC=2)C2C=CC=CC=2)(C2C=CC=CC=2)C2C=CC=CC=2)=CC=1. The product is [NH2:1][C:2]1[CH:7]=[CH:6][C:5]([C:13]2[CH:14]=[CH:15][C:10]([F:9])=[CH:11][CH:12]=2)=[CH:4][N:3]=1.